This data is from Full USPTO retrosynthesis dataset with 1.9M reactions from patents (1976-2016). The task is: Predict the reactants needed to synthesize the given product. (1) Given the product [Cl:12][C:9]1[CH:10]=[CH:11][C:4]2[S:3][C:2]([N:13]3[CH2:18][CH2:17][O:16][CH2:15][CH2:14]3)=[C:6]([CH3:7])[C:5]=2[CH:8]=1, predict the reactants needed to synthesize it. The reactants are: Br[C:2]1[S:3][C:4]2[CH:11]=[CH:10][C:9]([Cl:12])=[CH:8][C:5]=2[C:6]=1[CH3:7].[NH:13]1[CH2:18][CH2:17][O:16][CH2:15][CH2:14]1.C1C=CC(P(C2C(C3C(P(C4C=CC=CC=4)C4C=CC=CC=4)=CC=C4C=3C=CC=C4)=C3C(C=CC=C3)=CC=2)C2C=CC=CC=2)=CC=1.CC(C)([O-])C.[Na+]. (2) Given the product [OH:46][C@@H:44]([CH3:45])[CH2:43][O:42][NH:41][C:19]([C:11]1[CH:12]=[CH:13][C:14]2[S:18][N:17]=[CH:16][C:15]=2[C:10]=1[NH:9][C:3]1[CH:4]=[CH:5][C:6]([I:8])=[CH:7][C:2]=1[F:1])=[O:21], predict the reactants needed to synthesize it. The reactants are: [F:1][C:2]1[CH:7]=[C:6]([I:8])[CH:5]=[CH:4][C:3]=1[NH:9][C:10]1[C:15]2[CH:16]=[N:17][S:18][C:14]=2[CH:13]=[CH:12][C:11]=1[C:19]([OH:21])=O.C(N(C(C)C)CC)(C)C.C1C=CC2N(O)N=NC=2C=1.[NH2:41][O:42][CH2:43][C@@H:44]([OH:46])[CH3:45].CCN=C=NCCCN(C)C. (3) Given the product [F:12][C:13]1[CH:14]=[C:15]([CH:27]=[CH:28][CH:29]=1)[CH2:16][NH:17][C:18](=[O:26])[CH2:19][CH:20]1[CH2:25][CH2:24][CH2:23][CH2:22][N:21]1[CH2:10][CH2:9][C:8]1[C:3]([O:2][CH3:1])=[N:4][CH:5]=[CH:6][CH:7]=1, predict the reactants needed to synthesize it. The reactants are: [CH3:1][O:2][C:3]1[C:8]([CH2:9][CH:10]=O)=[CH:7][CH:6]=[CH:5][N:4]=1.[F:12][C:13]1[CH:14]=[C:15]([CH:27]=[CH:28][CH:29]=1)[CH2:16][NH:17][C:18](=[O:26])[CH2:19][CH:20]1[CH2:25][CH2:24][CH2:23][CH2:22][NH:21]1.C(O[BH-](OC(=O)C)OC(=O)C)(=O)C.[Na+].C(=O)(O)[O-].[Na+]. (4) Given the product [NH2:1][C:2]1[C:11]([C:12]2[S:13][C:14]3[CH:20]=[CH:19][C:18]([NH:21][C:30]([NH:29][C:26]4[CH:27]=[CH:28][C:23]([Cl:22])=[C:24]([C:32]([F:34])([F:33])[F:35])[CH:25]=4)=[O:31])=[CH:17][C:15]=3[CH:16]=2)=[CH:10][C:5]([C:6]([O:8][CH3:9])=[O:7])=[CH:4][N:3]=1, predict the reactants needed to synthesize it. The reactants are: [NH2:1][C:2]1[C:11]([C:12]2[S:13][C:14]3[CH:20]=[CH:19][C:18]([NH2:21])=[CH:17][C:15]=3[CH:16]=2)=[CH:10][C:5]([C:6]([O:8][CH3:9])=[O:7])=[CH:4][N:3]=1.[Cl:22][C:23]1[CH:28]=[CH:27][C:26]([N:29]=[C:30]=[O:31])=[CH:25][C:24]=1[C:32]([F:35])([F:34])[F:33]. (5) Given the product [CH3:24][C:7]1([CH3:25])[CH2:8][NH:9][C:4](=[O:3])[CH2:5][O:6]1, predict the reactants needed to synthesize it. The reactants are: C([O:3][C:4](=O)[CH2:5][O:6][C:7]([CH3:25])([CH3:24])[CH2:8][N:9](CC1C=CC=CC=1)CC1C=CC=CC=1)C.